From a dataset of Catalyst prediction with 721,799 reactions and 888 catalyst types from USPTO. Predict which catalyst facilitates the given reaction. (1) Reactant: [CH2:1]([O:8][C:9]1[CH:10]=[C:11]([NH:16][C:17]([NH2:19])=[S:18])[CH:12]=[C:13]([Br:15])[CH:14]=1)[C:2]1[CH:7]=[CH:6][CH:5]=[CH:4][CH:3]=1.BrBr.N. Product: [CH2:1]([O:8][C:9]1[CH:14]=[C:13]([Br:15])[C:12]2[S:18][C:17]([NH2:19])=[N:16][C:11]=2[CH:10]=1)[C:2]1[CH:3]=[CH:4][CH:5]=[CH:6][CH:7]=1. The catalyst class is: 22. (2) Reactant: [CH:1]1([P:7]([CH:24]2[CH2:29][CH2:28][CH2:27][CH2:26][CH2:25]2)[C:8]2[CH:13]=[CH:12][CH:11]=[CH:10][C:9]=2[C:14]2[C:19]([O:20][CH3:21])=[CH:18][CH:17]=[CH:16][C:15]=2[O:22][CH3:23])[CH2:6][CH2:5][CH2:4][CH2:3][CH2:2]1.C(Cl)Cl.[OH:33][S:34](O)(=[O:36])=[O:35].[OH-].[Na+:39]. Product: [CH:24]1([P:7]([CH:1]2[CH2:6][CH2:5][CH2:4][CH2:3][CH2:2]2)[C:8]2[CH:13]=[CH:12][CH:11]=[CH:10][C:9]=2[C:14]2[C:19]([O:20][CH3:21])=[CH:18][CH:17]=[C:16]([S:34]([O-:36])(=[O:35])=[O:33])[C:15]=2[O:22][CH3:23])[CH2:25][CH2:26][CH2:27][CH2:28][CH2:29]1.[Na+:39]. The catalyst class is: 5.